From a dataset of Reaction yield outcomes from USPTO patents with 853,638 reactions. Predict the reaction yield, written as a fraction of the theoretical maximum amount of product (1.0 means a 100% yield; for example, 0.34 means a 34% yield). (1) The reactants are [Cl:1][C:2]1[CH:3]=[C:4]([CH:8]=[C:9]([Cl:11])[CH:10]=1)[C:5](O)=O.C(N(CC)CC)C.ClC(OC[CH:24]([CH3:26])C)=O.C[NH:28][C:29](=[S:32])[NH:30][NH2:31]. The catalyst is C1COCC1. The product is [Cl:1][C:2]1[CH:3]=[C:4]([C:5]2[N:28]([CH2:24][CH3:26])[C:29]([SH:32])=[N:30][N:31]=2)[CH:8]=[C:9]([Cl:11])[CH:10]=1. The yield is 0.0850. (2) The reactants are Cl.[NH2:2]O.C(O[CH:7]1[CH:16](C)[CH2:15][C:14]2[CH2:13][CH2:12][C:11]3[CH:18]=[CH:19][CH:20]=[CH:21][C:10]=3[C:9]=2O1)C. The catalyst is C(#N)C. The product is [N:2]1[C:9]2[C:10]3[CH:21]=[CH:20][CH:19]=[CH:18][C:11]=3[CH2:12][CH2:13][C:14]=2[CH:15]=[CH:16][CH:7]=1. The yield is 0.450. (3) The reactants are [Si:1]([O:18][C@H:19]([CH3:28])[CH2:20][CH2:21][CH2:22][C:23](OCC)=[O:24])([C:14]([CH3:17])([CH3:16])[CH3:15])([C:8]1[CH:13]=[CH:12][CH:11]=[CH:10][CH:9]=1)[C:2]1[CH:7]=[CH:6][CH:5]=[CH:4][CH:3]=1.[H-].[H-].[H-].[H-].[Li+].[Al+3]. The catalyst is C1COCC1. The product is [Si:1]([O:18][C@H:19]([CH3:28])[CH2:20][CH2:21][CH2:22][CH2:23][OH:24])([C:14]([CH3:16])([CH3:17])[CH3:15])([C:8]1[CH:9]=[CH:10][CH:11]=[CH:12][CH:13]=1)[C:2]1[CH:3]=[CH:4][CH:5]=[CH:6][CH:7]=1. The yield is 0.990.